Predict the product of the given reaction. From a dataset of Forward reaction prediction with 1.9M reactions from USPTO patents (1976-2016). (1) Given the reactants [F:1][C:2]1[CH:3]=[C:4]([C@H:8]([N:13]2[C:21]3[C:16](=[CH:17][CH:18]=[CH:19][CH:20]=3)[CH:15]=[CH:14]2)[C@H:9]([OH:12])[CH2:10][OH:11])[CH:5]=[CH:6][CH:7]=1.[OH-].[K+].[I:24]I.S([O-])([O-])(=O)=S.[Na+].[Na+], predict the reaction product. The product is: [F:1][C:2]1[CH:3]=[C:4]([C@H:8]([N:13]2[C:21]3[C:16](=[CH:17][CH:18]=[CH:19][CH:20]=3)[C:15]([I:24])=[CH:14]2)[C@H:9]([OH:12])[CH2:10][OH:11])[CH:5]=[CH:6][CH:7]=1. (2) Given the reactants [CH2:1]([N:8]1[CH2:13][CH2:12][N:11]([C:14]([O:16][C:17]([CH3:20])([CH3:19])[CH3:18])=[O:15])[C@H:10]([CH2:21][OH:22])[CH2:9]1)[C:2]1[CH:7]=[CH:6][CH:5]=[CH:4][CH:3]=1.Br[CH2:24][C:25]([CH3:27])=[CH2:26].[H-].[Na+], predict the reaction product. The product is: [CH2:1]([N:8]1[CH2:13][CH2:12][N:11]([C:14]([O:16][C:17]([CH3:18])([CH3:19])[CH3:20])=[O:15])[C@H:10]([CH2:21][O:22][CH2:26][C:25]([CH3:27])=[CH2:24])[CH2:9]1)[C:2]1[CH:7]=[CH:6][CH:5]=[CH:4][CH:3]=1.